This data is from Forward reaction prediction with 1.9M reactions from USPTO patents (1976-2016). The task is: Predict the product of the given reaction. (1) Given the reactants [Br:1][C:2]1[CH:10]=[CH:9][C:5]([C:6]([OH:8])=O)=[C:4]([F:11])[CH:3]=1.CN(C(ON1N=NC2C=CC=CC1=2)=[N+](C)C)C.F[P-](F)(F)(F)(F)F.[NH2:36][CH2:37][CH2:38][N:39](C)[C:40](=O)OC(C)(C)C.CCN(C(C)C)C(C)C.[OH-].[Na+].Cl, predict the reaction product. The product is: [Br:1][C:2]1[CH:10]=[CH:9][C:5]([C:6]([NH:36][CH2:37][CH2:38][NH:39][CH3:40])=[O:8])=[C:4]([F:11])[CH:3]=1. (2) Given the reactants [C:1]([NH:4][C:5]1[S:6][C:7]([C:11]2[N:12]=[C:13]([C:16]([O:18]CC)=[O:17])[S:14][CH:15]=2)=[C:8]([CH3:10])[N:9]=1)(=[O:3])[CH3:2].BrCC(C1SC(NC(=O)C)=NC=1C)=O.[OH-].[Na+].Cl, predict the reaction product. The product is: [C:1]([NH:4][C:5]1[S:6][C:7]([C:11]2[N:12]=[C:13]([C:16]([OH:18])=[O:17])[S:14][CH:15]=2)=[C:8]([CH3:10])[N:9]=1)(=[O:3])[CH3:2]. (3) Given the reactants [C:1]([N:4]1[C:13]2[C:8](=[CH:9][C:10]([N:14]3[CH2:19][CH2:18][N:17](C(OC(C)(C)C)=O)[C@@H:16]([CH3:27])[CH2:15]3)=[CH:11][CH:12]=2)[C@H:7]([NH:28][C:29]2[CH:34]=[CH:33][C:32]([F:35])=[CH:31][N:30]=2)[C@@H:6]([CH3:36])[C@@H:5]1[CH:37]1[CH2:39][CH2:38]1)(=[O:3])[CH3:2].FC(F)(F)C(O)=O, predict the reaction product. The product is: [CH:37]1([C@H:5]2[C@H:6]([CH3:36])[C@@H:7]([NH:28][C:29]3[CH:34]=[CH:33][C:32]([F:35])=[CH:31][N:30]=3)[C:8]3[C:13](=[CH:12][CH:11]=[C:10]([N:14]4[CH2:19][CH2:18][NH:17][C@@H:16]([CH3:27])[CH2:15]4)[CH:9]=3)[N:4]2[C:1](=[O:3])[CH3:2])[CH2:38][CH2:39]1. (4) Given the reactants [CH3:1][C:2]([CH3:39])([CH3:38])[C:3]([C:5]1[C:13]2[C:8](=[N:9][CH:10]=[C:11]([C:14]3[CH:19]=[C:18]([N:20]4[CH2:24][CH2:23][CH2:22][CH2:21]4)[CH:17]=[C:16]([O:25][CH2:26][CH2:27]SC)[CH:15]=3)[N:12]=2)[N:7]([CH2:30][O:31][CH2:32][CH2:33][Si:34]([CH3:37])([CH3:36])[CH3:35])[CH:6]=1)=[O:4].[S:40](=[O:43])(O)[O-:41].[Na+].[CH2:45](Cl)Cl, predict the reaction product. The product is: [CH3:45][S:40]([CH2:27][CH2:26][O:25][C:16]1[CH:15]=[C:14]([C:11]2[N:12]=[C:13]3[C:5]([C:3](=[O:4])[C:2]([CH3:1])([CH3:39])[CH3:38])=[CH:6][N:7]([CH2:30][O:31][CH2:32][CH2:33][Si:34]([CH3:37])([CH3:35])[CH3:36])[C:8]3=[N:9][CH:10]=2)[CH:19]=[C:18]([N:20]2[CH2:24][CH2:23][CH2:22][CH2:21]2)[CH:17]=1)(=[O:43])=[O:41].